This data is from Reaction yield outcomes from USPTO patents with 853,638 reactions. The task is: Predict the reaction yield, written as a fraction of the theoretical maximum amount of product (1.0 means a 100% yield; for example, 0.34 means a 34% yield). (1) The reactants are [CH2:1]([O:3][C:4]([C:6]1[CH:7]=[N:8][C:9]2[C:14]([C:15]=1Cl)=[CH:13][CH:12]=[CH:11][C:10]=2[O:17][CH3:18])=[O:5])[CH3:2].[CH2:19]([NH2:23])[CH:20]([CH3:22])[CH3:21]. No catalyst specified. The product is [CH2:1]([O:3][C:4]([C:6]1[CH:7]=[N:8][C:9]2[C:14]([C:15]=1[NH:23][CH2:19][CH:20]([CH3:22])[CH3:21])=[CH:13][CH:12]=[CH:11][C:10]=2[O:17][CH3:18])=[O:5])[CH3:2]. The yield is 1.00. (2) The catalyst is [Pd].C1(P(C2C=CC=CC=2)C2C=CC=CC=2)C=CC=CC=1.C1(P(C2C=CC=CC=2)C2C=CC=CC=2)C=CC=CC=1.C1(P(C2C=CC=CC=2)C2C=CC=CC=2)C=CC=CC=1.C1(P(C2C=CC=CC=2)C2C=CC=CC=2)C=CC=CC=1. The yield is 0.0580. The product is [C:10]1([CH3:9])[CH:11]=[CH:12][CH:13]=[C:14]([C:6]2[N:7]=[CH:2][N:3]=[C:4]([C:10]3[CH:11]=[CH:12][C:13]([C:19]([OH:22])=[O:20])=[CH:14][CH:15]=3)[CH:5]=2)[CH:15]=1. The reactants are Cl[C:2]1[N:7]=[C:6](Cl)[CH:5]=[CH:4][N:3]=1.[CH3:9][C:10]1[CH:11]=[C:12](B(O)O)[CH:13]=[CH:14][CH:15]=1.[C:19]([O-:22])([O-])=[O:20].[Na+].[Na+]. (3) The product is [NH:30]([CH2:31][CH2:32][NH:33][C:21]([C:11]1[C:10]([NH:9][C:7]([C:2]2[CH:3]=[CH:4][CH:5]=[CH:6][N:1]=2)=[O:8])=[CH:14][N:13]([CH:15]2[CH2:20][CH2:19][CH2:18][CH2:17][O:16]2)[N:12]=1)=[O:23])[C:24]1[CH:29]=[CH:28][CH:27]=[CH:26][CH:25]=1. The yield is 0.790. The reactants are [N:1]1[CH:6]=[CH:5][CH:4]=[CH:3][C:2]=1[C:7]([NH:9][C:10]1[C:11]([C:21]([OH:23])=O)=[N:12][N:13]([CH:15]2[CH2:20][CH2:19][CH2:18][CH2:17][O:16]2)[CH:14]=1)=[O:8].[C:24]1([NH:30][CH2:31][CH2:32][NH2:33])[CH:29]=[CH:28][CH:27]=[CH:26][CH:25]=1.CCN=C=NCCCN(C)C.C1C=CC2N(O)N=NC=2C=1.C(N(CC)CC)C.C(=O)([O-])O.[Na+]. The catalyst is CN(C=O)C. (4) The reactants are N([O-])=O.[Na+].OS(O)(=O)=O.[Br:10][C:11]1[CH:16]=[C:15]([Cl:17])[N:14]=[N:13][C:12]=1N.[OH2:19]. The catalyst is C(O)(=O)C. The product is [Br:10][C:11]1[C:12](=[O:19])[NH:13][N:14]=[C:15]([Cl:17])[CH:16]=1. The yield is 0.830. (5) The reactants are [N:1]1[CH:6]=[CH:5][CH:4]=[CH:3][C:2]=1[C:7]1[S:8][CH:9]=[C:10]([C:12](OCC)=[O:13])[N:11]=1.CC(C[AlH]CC(C)C)C.C(O)(=O)C.C(C(C(C([O-])=O)O)O)([O-])=O.[K+].[Na+]. The catalyst is ClCCl. The yield is 0.530. The product is [N:1]1[CH:6]=[CH:5][CH:4]=[CH:3][C:2]=1[C:7]1[S:8][CH:9]=[C:10]([CH:12]=[O:13])[N:11]=1. (6) The reactants are [F:1][C:2]1[CH:7]=[CH:6][C:5]([F:8])=[CH:4][C:3]=1[CH:9](O)[C:10]1[CH:15]=[CH:14][C:13]([CH3:16])=[CH:12][N:11]=1.CN(C)C=O.[Cl:23][C:24]1[CH:29]=[CH:28][C:27]([SH:30])=[CH:26][CH:25]=1.C(=O)([O-])[O-].[K+].[K+]. The catalyst is S(Cl)(Cl)=O.C(OCC)C. The product is [Cl:23][C:24]1[CH:29]=[CH:28][C:27]([S:30][CH:9]([C:3]2[CH:4]=[C:5]([F:8])[CH:6]=[CH:7][C:2]=2[F:1])[C:10]2[CH:15]=[CH:14][C:13]([CH3:16])=[CH:12][N:11]=2)=[CH:26][CH:25]=1. The yield is 0.660. (7) The reactants are C(O)(=O)C.C(O[BH-](OC(=O)C)OC(=O)C)(=O)C.[Na+].[Cl:19][C:20]1[N:25]=[C:24]([NH:26][CH:27]2[CH2:32][CH2:31][O:30][CH2:29][CH2:28]2)[C:23]([NH2:33])=[CH:22][N:21]=1.[CH3:34][O:35][C:36]1[CH:43]=[C:42]([O:44][CH3:45])[CH:41]=[CH:40][C:37]=1[CH:38]=O.C(=O)([O-])[O-].[K+].[K+]. The catalyst is ClCCl.O. The product is [Cl:19][C:20]1[N:25]=[C:24]([NH:26][CH:27]2[CH2:28][CH2:29][O:30][CH2:31][CH2:32]2)[C:23]([NH:33][CH2:38][C:37]2[CH:40]=[CH:41][C:42]([O:44][CH3:45])=[CH:43][C:36]=2[O:35][CH3:34])=[CH:22][N:21]=1. The yield is 0.710. (8) The reactants are [NH2:1][C@H:2]([C:5]1[CH:10]=[CH:9][C:8]([F:11])=[CH:7][CH:6]=1)[CH2:3][OH:4].[C:12]([O:16][C:17]([N:19]1[CH2:24][CH2:23][O:22][C@@H:21]([C:25]2[CH:33]=[CH:32][C:28]([C:29](O)=[O:30])=[CH:27][CH:26]=2)[CH2:20]1)=[O:18])([CH3:15])([CH3:14])[CH3:13].C(N=C=NCCCN(C)C)C.C(N(CC)CC)C. The catalyst is CN(C)C1C=CN=CC=1.ClCCl. The product is [F:11][C:8]1[CH:9]=[CH:10][C:5]([C@@H:2]([NH:1][C:29]([C:28]2[CH:27]=[CH:26][C:25]([C@@H:21]3[O:22][CH2:23][CH2:24][N:19]([C:17]([O:16][C:12]([CH3:15])([CH3:14])[CH3:13])=[O:18])[CH2:20]3)=[CH:33][CH:32]=2)=[O:30])[CH2:3][OH:4])=[CH:6][CH:7]=1. The yield is 0.510.